From a dataset of Peptide-MHC class I binding affinity with 185,985 pairs from IEDB/IMGT. Regression. Given a peptide amino acid sequence and an MHC pseudo amino acid sequence, predict their binding affinity value. This is MHC class I binding data. (1) The peptide sequence is ELQATEDAKL. The MHC is HLA-A02:01 with pseudo-sequence HLA-A02:01. The binding affinity (normalized) is 0.0809. (2) The MHC is HLA-B07:02 with pseudo-sequence HLA-B07:02. The binding affinity (normalized) is 0.371. The peptide sequence is EPGPVTAQV. (3) The peptide sequence is SEINNLNLT. The MHC is HLA-B40:01 with pseudo-sequence HLA-B40:01. The binding affinity (normalized) is 0.182.